Dataset: NCI-60 drug combinations with 297,098 pairs across 59 cell lines. Task: Regression. Given two drug SMILES strings and cell line genomic features, predict the synergy score measuring deviation from expected non-interaction effect. (1) Drug 1: C1CCC(C1)C(CC#N)N2C=C(C=N2)C3=C4C=CNC4=NC=N3. Drug 2: CC1C(C(CC(O1)OC2CC(CC3=C2C(=C4C(=C3O)C(=O)C5=C(C4=O)C(=CC=C5)OC)O)(C(=O)CO)O)N)O.Cl. Cell line: SW-620. Synergy scores: CSS=40.0, Synergy_ZIP=0.295, Synergy_Bliss=1.83, Synergy_Loewe=-8.83, Synergy_HSA=1.94. (2) Drug 1: C1=NC2=C(N=C(N=C2N1C3C(C(C(O3)CO)O)F)Cl)N. Drug 2: CCN(CC)CCNC(=O)C1=C(NC(=C1C)C=C2C3=C(C=CC(=C3)F)NC2=O)C. Cell line: HOP-92. Synergy scores: CSS=2.43, Synergy_ZIP=-5.03, Synergy_Bliss=-4.32, Synergy_Loewe=-9.26, Synergy_HSA=-3.29. (3) Cell line: RXF 393. Synergy scores: CSS=24.2, Synergy_ZIP=-3.53, Synergy_Bliss=-1.07, Synergy_Loewe=3.07, Synergy_HSA=4.10. Drug 2: C1=C(C(=O)NC(=O)N1)N(CCCl)CCCl. Drug 1: C1=CC(=CC=C1CCC2=CNC3=C2C(=O)NC(=N3)N)C(=O)NC(CCC(=O)O)C(=O)O. (4) Drug 1: CC1=C(C=C(C=C1)NC(=O)C2=CC=C(C=C2)CN3CCN(CC3)C)NC4=NC=CC(=N4)C5=CN=CC=C5. Drug 2: CC1C(C(CC(O1)OC2CC(OC(C2O)C)OC3=CC4=CC5=C(C(=O)C(C(C5)C(C(=O)C(C(C)O)O)OC)OC6CC(C(C(O6)C)O)OC7CC(C(C(O7)C)O)OC8CC(C(C(O8)C)O)(C)O)C(=C4C(=C3C)O)O)O)O. Cell line: CCRF-CEM. Synergy scores: CSS=65.6, Synergy_ZIP=0.718, Synergy_Bliss=0.514, Synergy_Loewe=-13.7, Synergy_HSA=-1.88. (5) Synergy scores: CSS=58.5, Synergy_ZIP=-8.70, Synergy_Bliss=-9.52, Synergy_Loewe=-9.34, Synergy_HSA=-6.29. Drug 2: CC1C(C(CC(O1)OC2CC(CC3=C2C(=C4C(=C3O)C(=O)C5=C(C4=O)C(=CC=C5)OC)O)(C(=O)CO)O)N)O.Cl. Drug 1: C1C(C(OC1N2C=NC3=C(N=C(N=C32)Cl)N)CO)O. Cell line: UACC62.